The task is: Predict the reactants needed to synthesize the given product.. This data is from Full USPTO retrosynthesis dataset with 1.9M reactions from patents (1976-2016). Given the product [CH2:5]([C:7]1[CH:12]=[CH:11][CH:10]=[C:9]([N+:1]([O-:4])=[O:2])[C:8]=1[NH:13][C:14](=[O:16])[CH3:15])[CH3:6], predict the reactants needed to synthesize it. The reactants are: [N+:1]([O-:4])(O)=[O:2].[CH2:5]([C:7]1[CH:12]=[CH:11][CH:10]=[CH:9][C:8]=1[NH:13][C:14](=[O:16])[CH3:15])[CH3:6].C([O-])([O-])=O.[Na+].[Na+].